This data is from Peptide-MHC class I binding affinity with 185,985 pairs from IEDB/IMGT. The task is: Regression. Given a peptide amino acid sequence and an MHC pseudo amino acid sequence, predict their binding affinity value. This is MHC class I binding data. The peptide sequence is GLQADAPHL. The MHC is HLA-A02:06 with pseudo-sequence HLA-A02:06. The binding affinity (normalized) is 0.590.